From a dataset of NCI-60 drug combinations with 297,098 pairs across 59 cell lines. Regression. Given two drug SMILES strings and cell line genomic features, predict the synergy score measuring deviation from expected non-interaction effect. (1) Drug 1: C1=CN(C(=O)N=C1N)C2C(C(C(O2)CO)O)O.Cl. Drug 2: CC1=C(C=C(C=C1)C(=O)NC2=CC(=CC(=C2)C(F)(F)F)N3C=C(N=C3)C)NC4=NC=CC(=N4)C5=CN=CC=C5. Cell line: SK-MEL-28. Synergy scores: CSS=-0.169, Synergy_ZIP=-0.178, Synergy_Bliss=-1.04, Synergy_Loewe=-2.78, Synergy_HSA=-2.82. (2) Drug 1: CC1=C(C(=CC=C1)Cl)NC(=O)C2=CN=C(S2)NC3=CC(=NC(=N3)C)N4CCN(CC4)CCO. Drug 2: CN(CC1=CN=C2C(=N1)C(=NC(=N2)N)N)C3=CC=C(C=C3)C(=O)NC(CCC(=O)O)C(=O)O. Cell line: SK-OV-3. Synergy scores: CSS=24.4, Synergy_ZIP=-4.89, Synergy_Bliss=-5.09, Synergy_Loewe=-11.0, Synergy_HSA=-6.29. (3) Drug 1: COC1=C(C=C2C(=C1)N=CN=C2NC3=CC(=C(C=C3)F)Cl)OCCCN4CCOCC4. Drug 2: C1=CC(=C2C(=C1NCCNCCO)C(=O)C3=C(C=CC(=C3C2=O)O)O)NCCNCCO. Cell line: A498. Synergy scores: CSS=56.0, Synergy_ZIP=3.20, Synergy_Bliss=2.81, Synergy_Loewe=10.2, Synergy_HSA=11.5. (4) Drug 1: CS(=O)(=O)C1=CC(=C(C=C1)C(=O)NC2=CC(=C(C=C2)Cl)C3=CC=CC=N3)Cl. Drug 2: CCCS(=O)(=O)NC1=C(C(=C(C=C1)F)C(=O)C2=CNC3=C2C=C(C=N3)C4=CC=C(C=C4)Cl)F. Cell line: HL-60(TB). Synergy scores: CSS=-17.9, Synergy_ZIP=11.3, Synergy_Bliss=2.31, Synergy_Loewe=-10.5, Synergy_HSA=-9.43. (5) Drug 1: CCN(CC)CCNC(=O)C1=C(NC(=C1C)C=C2C3=C(C=CC(=C3)F)NC2=O)C. Drug 2: C1CNP(=O)(OC1)N(CCCl)CCCl. Cell line: HCT116. Synergy scores: CSS=-4.16, Synergy_ZIP=-3.66, Synergy_Bliss=-10.0, Synergy_Loewe=-10.9, Synergy_HSA=-11.4. (6) Drug 1: CC1C(C(=O)NC(C(=O)N2CCCC2C(=O)N(CC(=O)N(C(C(=O)O1)C(C)C)C)C)C(C)C)NC(=O)C3=C4C(=C(C=C3)C)OC5=C(C(=O)C(=C(C5=N4)C(=O)NC6C(OC(=O)C(N(C(=O)CN(C(=O)C7CCCN7C(=O)C(NC6=O)C(C)C)C)C)C(C)C)C)N)C. Drug 2: CC(C)CN1C=NC2=C1C3=CC=CC=C3N=C2N. Cell line: SF-295. Synergy scores: CSS=15.9, Synergy_ZIP=1.78, Synergy_Bliss=-0.0643, Synergy_Loewe=-8.90, Synergy_HSA=-0.707. (7) Drug 1: C1CN1C2=NC(=NC(=N2)N3CC3)N4CC4. Drug 2: C1=NC2=C(N1)C(=S)N=CN2. Cell line: NCIH23. Synergy scores: CSS=64.5, Synergy_ZIP=-10.0, Synergy_Bliss=-3.67, Synergy_Loewe=-1.96, Synergy_HSA=0.0652. (8) Drug 1: C1CCN(CC1)CCOC2=CC=C(C=C2)C(=O)C3=C(SC4=C3C=CC(=C4)O)C5=CC=C(C=C5)O. Drug 2: CC1=C(C=C(C=C1)NC2=NC=CC(=N2)N(C)C3=CC4=NN(C(=C4C=C3)C)C)S(=O)(=O)N.Cl. Cell line: UACC62. Synergy scores: CSS=2.62, Synergy_ZIP=0.853, Synergy_Bliss=4.96, Synergy_Loewe=2.45, Synergy_HSA=2.84.